Task: Regression. Given two drug SMILES strings and cell line genomic features, predict the synergy score measuring deviation from expected non-interaction effect.. Dataset: NCI-60 drug combinations with 297,098 pairs across 59 cell lines (1) Drug 1: C1=NNC2=C1C(=O)NC=N2. Drug 2: B(C(CC(C)C)NC(=O)C(CC1=CC=CC=C1)NC(=O)C2=NC=CN=C2)(O)O. Cell line: MDA-MB-435. Synergy scores: CSS=65.1, Synergy_ZIP=2.41, Synergy_Bliss=1.84, Synergy_Loewe=-49.3, Synergy_HSA=-3.10. (2) Drug 1: CC1=C(C=C(C=C1)NC2=NC=CC(=N2)N(C)C3=CC4=NN(C(=C4C=C3)C)C)S(=O)(=O)N.Cl. Drug 2: CN1C(=O)N2C=NC(=C2N=N1)C(=O)N. Cell line: U251. Synergy scores: CSS=8.09, Synergy_ZIP=-5.27, Synergy_Bliss=-5.17, Synergy_Loewe=-3.82, Synergy_HSA=-2.60. (3) Drug 1: COC1=C(C=C2C(=C1)N=CN=C2NC3=CC(=C(C=C3)F)Cl)OCCCN4CCOCC4. Cell line: NCI-H226. Synergy scores: CSS=17.6, Synergy_ZIP=-5.16, Synergy_Bliss=0.602, Synergy_Loewe=-15.7, Synergy_HSA=-2.50. Drug 2: CC(C)NC(=O)C1=CC=C(C=C1)CNNC.Cl. (4) Drug 1: C1=CC(=CC=C1CC(C(=O)O)N)N(CCCl)CCCl.Cl. Drug 2: N.N.Cl[Pt+2]Cl. Cell line: BT-549. Synergy scores: CSS=10.6, Synergy_ZIP=-3.69, Synergy_Bliss=0.536, Synergy_Loewe=-8.15, Synergy_HSA=-1.90. (5) Drug 1: CN1CCC(CC1)COC2=C(C=C3C(=C2)N=CN=C3NC4=C(C=C(C=C4)Br)F)OC. Drug 2: CC(C)CN1C=NC2=C1C3=CC=CC=C3N=C2N. Cell line: UACC-257. Synergy scores: CSS=-0.706, Synergy_ZIP=-0.392, Synergy_Bliss=-3.14, Synergy_Loewe=-6.18, Synergy_HSA=-5.12. (6) Drug 1: CC1C(C(=O)NC(C(=O)N2CCCC2C(=O)N(CC(=O)N(C(C(=O)O1)C(C)C)C)C)C(C)C)NC(=O)C3=C4C(=C(C=C3)C)OC5=C(C(=O)C(=C(C5=N4)C(=O)NC6C(OC(=O)C(N(C(=O)CN(C(=O)C7CCCN7C(=O)C(NC6=O)C(C)C)C)C)C(C)C)C)N)C. Drug 2: CCN(CC)CCCC(C)NC1=C2C=C(C=CC2=NC3=C1C=CC(=C3)Cl)OC. Cell line: MALME-3M. Synergy scores: CSS=21.3, Synergy_ZIP=-4.25, Synergy_Bliss=-0.0621, Synergy_Loewe=-34.1, Synergy_HSA=-1.38. (7) Drug 1: CC1C(C(CC(O1)OC2CC(OC(C2O)C)OC3=CC4=CC5=C(C(=O)C(C(C5)C(C(=O)C(C(C)O)O)OC)OC6CC(C(C(O6)C)O)OC7CC(C(C(O7)C)O)OC8CC(C(C(O8)C)O)(C)O)C(=C4C(=C3C)O)O)O)O. Drug 2: C#CCC(CC1=CN=C2C(=N1)C(=NC(=N2)N)N)C3=CC=C(C=C3)C(=O)NC(CCC(=O)O)C(=O)O. Cell line: NCI-H460. Synergy scores: CSS=48.7, Synergy_ZIP=0.0607, Synergy_Bliss=-0.898, Synergy_Loewe=-0.167, Synergy_HSA=-1.03. (8) Drug 1: CC(CN1CC(=O)NC(=O)C1)N2CC(=O)NC(=O)C2. Drug 2: CC1C(C(=O)NC(C(=O)N2CCCC2C(=O)N(CC(=O)N(C(C(=O)O1)C(C)C)C)C)C(C)C)NC(=O)C3=C4C(=C(C=C3)C)OC5=C(C(=O)C(=C(C5=N4)C(=O)NC6C(OC(=O)C(N(C(=O)CN(C(=O)C7CCCN7C(=O)C(NC6=O)C(C)C)C)C)C(C)C)C)N)C. Cell line: RXF 393. Synergy scores: CSS=15.6, Synergy_ZIP=1.65, Synergy_Bliss=8.21, Synergy_Loewe=8.82, Synergy_HSA=8.40. (9) Drug 1: CC(C1=C(C=CC(=C1Cl)F)Cl)OC2=C(N=CC(=C2)C3=CN(N=C3)C4CCNCC4)N. Drug 2: CCC1(CC2CC(C3=C(CCN(C2)C1)C4=CC=CC=C4N3)(C5=C(C=C6C(=C5)C78CCN9C7C(C=CC9)(C(C(C8N6C)(C(=O)OC)O)OC(=O)C)CC)OC)C(=O)OC)O.OS(=O)(=O)O. Cell line: A498. Synergy scores: CSS=43.7, Synergy_ZIP=6.91, Synergy_Bliss=10.5, Synergy_Loewe=-12.9, Synergy_HSA=11.2.